This data is from Forward reaction prediction with 1.9M reactions from USPTO patents (1976-2016). The task is: Predict the product of the given reaction. (1) Given the reactants [O:1]([C:8]1[CH:13]=[CH:12][CH:11]=[CH:10][C:9]=1[NH:14][S:15]([C:18]1[CH:30]=[CH:29][C:21]([C:22]([NH:24][CH2:25][C:26]([OH:28])=O)=[O:23])=[CH:20][CH:19]=1)(=[O:17])=[O:16])[C:2]1[CH:7]=[CH:6][CH:5]=[CH:4][CH:3]=1.[CH:31]1([NH2:38])[CH2:37][CH2:36][CH2:35][CH2:34][CH2:33][CH2:32]1, predict the reaction product. The product is: [CH:31]1([NH:38][C:26]([CH2:25][NH:24][C:22](=[O:23])[C:21]2[CH:29]=[CH:30][C:18]([S:15](=[O:16])(=[O:17])[NH:14][C:9]3[CH:10]=[CH:11][CH:12]=[CH:13][C:8]=3[O:1][C:2]3[CH:3]=[CH:4][CH:5]=[CH:6][CH:7]=3)=[CH:19][CH:20]=2)=[O:28])[CH2:37][CH2:36][CH2:35][CH2:34][CH2:33][CH2:32]1. (2) Given the reactants Br[C:2]1[CH:7]=[CH:6][N:5]=[C:4]([NH2:8])[CH:3]=1.[O-]P([O-])([O-])=O.[K+].[K+].[K+].P([CH:30]1[CH2:35][CH2:34]CCC1)(C1CCCCC1)C1CCCCC1.O, predict the reaction product. The product is: [CH:34]1([C:2]2[CH:7]=[CH:6][N:5]=[C:4]([NH2:8])[CH:3]=2)[CH2:35][CH2:30]1. (3) Given the reactants [C:1]([O:5][C:6]([NH:8][CH2:9][C:10]1[C:11]([CH2:35][CH:36]([CH3:38])[CH3:37])=[N:12][C:13]([CH3:34])=[C:14]([C:26]=1[C:27]1[CH:32]=[CH:31][C:30]([CH3:33])=[CH:29][CH:28]=1)[C:15]([O:17][CH2:18][C:19]1[CH:24]=[CH:23][CH:22]=[CH:21][C:20]=1Br)=[O:16])=[O:7])([CH3:4])([CH3:3])[CH3:2].C(N(CC)CC)C, predict the reaction product. The product is: [C:1]([O:5][C:6]([NH:8][CH2:9][C:10]1[C:11]([CH2:35][CH:36]([CH3:38])[CH3:37])=[N:12][C:13]([CH3:34])=[C:14]([C:26]=1[C:27]1[CH:32]=[CH:31][C:30]([CH3:33])=[CH:29][CH:28]=1)[C:15]([O:17][CH2:18][C:19]1[CH:24]=[CH:23][CH:22]=[CH:21][C:20]=1[C:6]([O:5][CH3:1])=[O:7])=[O:16])=[O:7])([CH3:4])([CH3:3])[CH3:2]. (4) Given the reactants Br[C:2]1[CH:3]=[CH:4][C:5]2[C:6]3[CH2:15][N:14]([C:16]([O:18][C:19]([CH3:22])([CH3:21])[CH3:20])=[O:17])[CH2:13][CH2:12][C:7]=3[N:8]([CH3:11])[C:9]=2[CH:10]=1.[F:23][C:24]([F:41])([F:40])[C:25]1[CH:39]=[CH:38][C:28]([CH2:29][O:30][C:31]2[CH:36]=[CH:35][NH:34][C:33](=[O:37])[CH:32]=2)=[CH:27][CH:26]=1, predict the reaction product. The product is: [CH3:11][N:8]1[C:9]2[CH:10]=[C:2]([N:34]3[CH:35]=[CH:36][C:31]([O:30][CH2:29][C:28]4[CH:38]=[CH:39][C:25]([C:24]([F:40])([F:41])[F:23])=[CH:26][CH:27]=4)=[CH:32][C:33]3=[O:37])[CH:3]=[CH:4][C:5]=2[C:6]2[CH2:15][N:14]([C:16]([O:18][C:19]([CH3:22])([CH3:21])[CH3:20])=[O:17])[CH2:13][CH2:12][C:7]1=2. (5) Given the reactants [C:1](=[NH:21])([O:3][CH2:4][CH2:5][C:6]1[CH:11]=[CH:10][C:9]([O:12][C:13]2[CH:18]=[CH:17][C:16]([CH3:19])=[C:15]([Cl:20])[CH:14]=2)=[CH:8][CH:7]=1)[NH2:2].[CH:22]([CH:24]([CH2:29][C:30]1[CH:31]=[N:32][N:33]([CH3:35])[CH:34]=1)[C:25](OC)=O)=[O:23].C([O-])([O-])=O.[K+].[K+], predict the reaction product. The product is: [Cl:20][C:15]1[CH:14]=[C:13]([O:12][C:9]2[CH:8]=[CH:7][C:6]([CH2:5][CH2:4][O:3][C:1]3[NH:2][CH:25]=[C:24]([CH2:29][C:30]4[CH:31]=[N:32][N:33]([CH3:35])[CH:34]=4)[C:22](=[O:23])[N:21]=3)=[CH:11][CH:10]=2)[CH:18]=[CH:17][C:16]=1[CH3:19]. (6) Given the reactants [N:1]1[CH:6]=[CH:5][C:4]([CH:7]=O)=[CH:3][CH:2]=1.C[Si](C)(C)[N-:11][Si](C)(C)C.[Li+].[CH:19]([Mg]Br)([CH3:21])[CH3:20].Cl, predict the reaction product. The product is: [CH3:20][CH:19]([CH3:21])[CH:7]([C:4]1[CH:5]=[CH:6][N:1]=[CH:2][CH:3]=1)[NH2:11].